This data is from Forward reaction prediction with 1.9M reactions from USPTO patents (1976-2016). The task is: Predict the product of the given reaction. (1) Given the reactants [C:9](O[C:9]([O:11][C:12]([CH3:15])([CH3:14])[CH3:13])=[O:10])([O:11][C:12]([CH3:15])([CH3:14])[CH3:13])=[O:10].[Br-].[OH:17][C:18]1[CH:43]=[CH:42][CH:41]=[CH:40][C:19]=1[CH2:20][P+](C1C=CC=CC=1)(C1C=CC=CC=1)C1C=CC=CC=1.C(N(CC)CC)C, predict the reaction product. The product is: [C:12]([O:11][C:9](=[O:10])[CH2:20][C:19]1[CH:40]=[CH:41][CH:42]=[CH:43][C:18]=1[OH:17])([CH3:13])([CH3:14])[CH3:15]. (2) Given the reactants Br.Br.[CH3:3][NH:4][CH:5]1[CH2:14][CH2:13][C:8]2[N:9]=[C:10](N)[S:11][C:7]=2[CH2:6]1.C(NC1CCC2N=CSC=2C1)CC, predict the reaction product. The product is: [CH3:3][NH:4][CH:5]1[CH2:14][CH2:13][C:8]2[N:9]=[CH:10][S:11][C:7]=2[CH2:6]1. (3) Given the reactants [CH2:1]([N:3]1[N:7]=[N:6][C:5]([C:8]2[CH:13]=[CH:12][C:11]([CH3:14])=[CH:10][CH:9]=2)=[N:4]1)C.[Br:15]N1C(=O)CCC1=O, predict the reaction product. The product is: [Br:15][CH2:14][C:11]1[CH:12]=[CH:13][C:8]([C:5]2[N:6]=[N:7][N:3]([CH3:1])[N:4]=2)=[CH:9][CH:10]=1. (4) Given the reactants [CH3:1][C:2]1[N:3]([CH2:14][C:15]([O:17][CH2:18][CH3:19])=[O:16])[C:4]2[CH2:5][C:6]([CH3:13])([CH3:12])[CH2:7][C:8](=O)[C:9]=2[CH:10]=1.C(O)C, predict the reaction product. The product is: [CH3:1][C:2]1[N:3]([CH2:14][C:15]([O:17][CH2:18][CH3:19])=[O:16])[C:4]2[CH2:5][C:6]([CH3:13])([CH3:12])[CH2:7][CH2:8][C:9]=2[CH:10]=1. (5) The product is: [CH3:2][O:4][CH2:5][CH2:6][CH2:7][CH:8]([NH:11][C:45]([NH:31][C:29]1[N:30]=[C:26]2[N:25]=[CH:24][CH:23]=[C:22]([C:19]3[CH:18]=[CH:17][C:16]([O:15][CH3:14])=[CH:21][CH:20]=3)[N:27]2[N:28]=1)=[O:46])[CH3:9]. Given the reactants Cl[C:2]([O:4][C:5]1C=[CH:9][C:8]([N+:11]([O-])=O)=[CH:7][CH:6]=1)=O.[CH3:14][O:15][C:16]1[CH:21]=[CH:20][C:19]([C:22]2[N:27]3[N:28]=[C:29]([NH2:31])[N:30]=[C:26]3[N:25]=[CH:24][CH:23]=2)=[CH:18][CH:17]=1.N1C=CC=CC=1.[OH-].[Na+].CN1[C:45](=[O:46])N(C)CC1, predict the reaction product. (6) Given the reactants Br[C:2]1[O:6][C:5]([CH:7]=[C:8]2[C:16]3[C:11](=[CH:12][CH:13]=[CH:14][CH:15]=3)[NH:10][C:9]2=[O:17])=[C:4]([CH3:18])[CH:3]=1.[CH3:19][O:20][C:21]([C:23]1[CH:24]=[C:25](B(O)O)[CH:26]=[CH:27][CH:28]=1)=[O:22].C([O-])([O-])=O.[Cs+].[Cs+], predict the reaction product. The product is: [CH3:18][C:4]1[CH:3]=[C:2]([C:27]2[CH:28]=[C:23]([CH:24]=[CH:25][CH:26]=2)[C:21]([O:20][CH3:19])=[O:22])[O:6][C:5]=1[CH:7]=[C:8]1[C:16]2[C:11](=[CH:12][CH:13]=[CH:14][CH:15]=2)[NH:10][C:9]1=[O:17]. (7) Given the reactants [CH3:1][C@H:2]1[CH2:7][N:6]([CH2:8][C:9]2[CH:14]=[CH:13][C:12]([OH:15])=[CH:11][CH:10]=2)[CH2:5][C@@H:4]([CH3:16])[O:3]1.C([O-])([O-])=O.[Cs+].[Cs+].Br[CH2:24][CH2:25][CH2:26][CH2:27][CH2:28][S:29][C:30]1[C:39]2[C:34](=[CH:35][C:36]([C:40]([F:43])([F:42])[F:41])=[CH:37][CH:38]=2)[N:33]=[CH:32][CH:31]=1, predict the reaction product. The product is: [CH3:1][C@H:2]1[CH2:7][N:6]([CH2:8][C:9]2[CH:14]=[CH:13][C:12]([O:15][CH2:24][CH2:25][CH2:26][CH2:27][CH2:28][S:29][C:30]3[C:39]4[C:34](=[CH:35][C:36]([C:40]([F:43])([F:41])[F:42])=[CH:37][CH:38]=4)[N:33]=[CH:32][CH:31]=3)=[CH:11][CH:10]=2)[CH2:5][C@@H:4]([CH3:16])[O:3]1. (8) Given the reactants [O:1]1[C:3]2([CH2:8][CH2:7][N:6](C(OCC3C=CC=CC=3)=O)[CH2:5][CH2:4]2)[CH2:2]1.[NH3:19], predict the reaction product. The product is: [NH2:19][CH2:2][C:3]1([OH:1])[CH2:8][CH2:7][NH:6][CH2:5][CH2:4]1. (9) Given the reactants I[C:2]1[C:3]([CH:11]([CH3:13])[CH3:12])=[N:4][N:5]2[CH:10]=[CH:9][CH:8]=[CH:7][C:6]=12.CC1(C)C(C)(C)OB([C:22]2[CH:23]=[N:24][N:25](C(OC(C)(C)C)=O)[CH:26]=2)O1.C(#N)C.C([O-])(O)=O.[Na+], predict the reaction product. The product is: [CH:11]([C:3]1[C:2]([C:22]2[CH:23]=[N:24][NH:25][CH:26]=2)=[C:6]2[CH:7]=[CH:8][CH:9]=[CH:10][N:5]2[N:4]=1)([CH3:13])[CH3:12].